This data is from Full USPTO retrosynthesis dataset with 1.9M reactions from patents (1976-2016). The task is: Predict the reactants needed to synthesize the given product. (1) Given the product [Cl:1][C:2]1[CH:7]=[CH:6][CH:5]=[CH:4][C:3]=1[NH:8][C:9]([C:11]1[CH:15]=[CH:14][N:13]([C:23](=[S:24])[NH:22][C:16]2[CH:21]=[CH:20][CH:19]=[CH:18][CH:17]=2)[N:12]=1)=[O:10], predict the reactants needed to synthesize it. The reactants are: [Cl:1][C:2]1[CH:7]=[CH:6][CH:5]=[CH:4][C:3]=1[NH:8][C:9]([C:11]1[CH:15]=[CH:14][NH:13][N:12]=1)=[O:10].[C:16]1([N:22]=[C:23]=[S:24])[CH:21]=[CH:20][CH:19]=[CH:18][CH:17]=1.C([O-])([O-])=O.[K+].[K+]. (2) Given the product [OH:28][C@H:13]([CH2:14][N:15]1[CH2:20][CH2:19][N:18]([CH3:21])[CH2:17][CH2:16]1)[CH2:12][NH:11][C:9](=[O:10])[O:8][CH2:1][C:2]1[CH:7]=[CH:6][CH:5]=[CH:4][CH:3]=1, predict the reactants needed to synthesize it. The reactants are: [CH2:1]([O:8][C:9]([NH:11][CH2:12][C@H:13]([OH:28])[CH2:14][N:15]1[CH2:20][CH2:19][N:18]([C:21](OC(C)(C)C)=O)[CH2:17][CH2:16]1)=[O:10])[C:2]1[CH:7]=[CH:6][CH:5]=[CH:4][CH:3]=1.Cl.C=O.C(O[BH-](OC(=O)C)OC(=O)C)(=O)C.[Na+]. (3) Given the product [C:1](=[O:36])([O:9][CH:10]([N:12]1[C:16]2[CH:17]=[CH:18][CH:19]=[CH:20][C:15]=2[N:14]=[C:13]1[S:21]([CH2:22][C:23]1[C:28]([CH3:29])=[C:27]([O:30][CH2:31][C:32]([F:35])([F:34])[F:33])[CH:26]=[CH:25][N:24]=1)=[O:37])[CH3:11])[O:2][CH:3]1[CH2:8][O:7][CH2:6][O:5][CH2:4]1, predict the reactants needed to synthesize it. The reactants are: [C:1](=[O:36])([O:9][CH:10]([N:12]1[C:16]2[CH:17]=[CH:18][CH:19]=[CH:20][C:15]=2[N:14]=[C:13]1[S:21][CH2:22][C:23]1[C:28]([CH3:29])=[C:27]([O:30][CH2:31][C:32]([F:35])([F:34])[F:33])[CH:26]=[CH:25][N:24]=1)[CH3:11])[O:2][CH:3]1[CH2:8][O:7][CH2:6][O:5][CH2:4]1.[O:37]1CCCC1.ClC1C=C(C=CC=1)C(OO)=O.C(OCC)(=O)C. (4) Given the product [F:16][C:17]1[CH:18]=[C:19]([NH:20][N:10]=[C:11]2[C:12]([NH2:13])=[N:32][N:31]=[C:14]2[NH2:15])[CH:21]=[CH:22][C:23]=1[F:24], predict the reactants needed to synthesize it. The reactants are: FC1C=C(N[N:10]=[C:11]([C:14]#[N:15])[C:12]#[N:13])C=CC=1F.[F:16][C:17]1[CH:18]=[C:19]([CH:21]=[CH:22][C:23]=1[F:24])[NH2:20].C(#N)CC#N.O.[NH2:31][NH2:32]. (5) Given the product [F:17][C:15]1([F:18])[CH2:16][CH:13]([N:10]2[C:4]3[N:5]=[C:6]([S:8][CH3:9])[N:7]=[C:2]([C:27]4[CH:28]=[N:29][C:30]([NH2:33])=[N:31][CH:32]=4)[C:3]=3[CH2:12][CH2:11]2)[CH2:14]1, predict the reactants needed to synthesize it. The reactants are: Cl[C:2]1[C:3]2[CH2:12][CH2:11][N:10]([CH:13]3[CH2:16][C:15]([F:18])([F:17])[CH2:14]3)[C:4]=2[N:5]=[C:6]([S:8][CH3:9])[N:7]=1.CC1(C)C(C)(C)OB([C:27]2[CH:28]=[N:29][C:30]([NH2:33])=[N:31][CH:32]=2)O1.C([O-])([O-])=O.[Na+].[Na+]. (6) Given the product [Cl:46][C:33]1[CH:32]=[C:31]([C:29]([N:26]2[CH2:25][CH2:24][N:23]([CH2:22][C:21]3[CH:20]=[CH:19][C:18]([C:9]([OH:8])([C:14]([F:16])([F:15])[F:17])[C:10]([F:12])([F:13])[F:11])=[CH:48][CH:47]=3)[CH2:28][CH2:27]2)=[O:30])[CH:36]=[CH:35][C:34]=1[NH:37][C:38]([NH:40][CH2:41][C:42]([OH:45])([CH3:43])[CH3:44])=[O:39], predict the reactants needed to synthesize it. The reactants are: [Si]([O:8][C:9]([C:18]1[CH:48]=[CH:47][C:21]([CH2:22][N:23]2[CH2:28][CH2:27][N:26]([C:29]([C:31]3[CH:36]=[CH:35][C:34]([NH:37][C:38]([NH:40][CH2:41][C:42]([OH:45])([CH3:44])[CH3:43])=[O:39])=[C:33]([Cl:46])[CH:32]=3)=[O:30])[CH2:25][CH2:24]2)=[CH:20][CH:19]=1)([C:14]([F:17])([F:16])[F:15])[C:10]([F:13])([F:12])[F:11])(C(C)(C)C)(C)C.[F-].[K+]. (7) Given the product [CH3:20][O:19][C:13]1[CH:12]=[C:11]([C:4]2[N:3]=[C:2]([NH:21][C:22]3[CH:29]=[CH:28][C:25]([C:26]#[N:27])=[CH:24][CH:23]=3)[N:7]3[CH:8]=[CH:9][N:10]=[C:6]3[CH:5]=2)[CH:16]=[CH:15][C:14]=1[O:17][CH3:18], predict the reactants needed to synthesize it. The reactants are: Cl[C:2]1[N:7]2[CH:8]=[CH:9][N:10]=[C:6]2[CH:5]=[C:4]([C:11]2[CH:16]=[CH:15][C:14]([O:17][CH3:18])=[C:13]([O:19][CH3:20])[CH:12]=2)[N:3]=1.[NH2:21][C:22]1[CH:29]=[CH:28][C:25]([C:26]#[N:27])=[CH:24][CH:23]=1.CC(O)C.Cl. (8) Given the product [ClH:47].[ClH:47].[NH2:1][C:2]([C@@H:4]1[CH2:5][NH:6][CH2:7][C@H:8]([N:10]([CH2:11][CH:12]([CH3:14])[CH3:13])[C:15]([C:17]2[C:18]([NH:27][CH2:28][C:29]3[O:30][CH:31]=[CH:32][CH:33]=3)=[N:19][C:20]([C:23]([CH3:26])([CH3:25])[CH3:24])=[N:21][CH:22]=2)=[O:16])[CH2:9]1)=[O:3], predict the reactants needed to synthesize it. The reactants are: [NH2:1][C:2]([C@@H:4]1[CH2:9][C@H:8]([N:10]([C:15]([C:17]2[C:18]([NH:27][CH2:28][C:29]3[O:30][CH:31]=[CH:32][CH:33]=3)=[N:19][C:20]([C:23]([CH3:26])([CH3:25])[CH3:24])=[N:21][CH:22]=2)=[O:16])[CH2:11][CH:12]([CH3:14])[CH3:13])[CH2:7][N:6](C(OC(C)(C)C)=O)[CH2:5]1)=[O:3].C(OCC)(=O)C.[ClH:47]. (9) Given the product [Cl:22][CH2:23][C:24]([NH:21][C:19]1[CH:18]=[CH:17][C:15]2[N:16]=[C:11]([NH:10][CH2:9][CH2:8][O:1][C:2]3[CH:7]=[CH:6][CH:5]=[CH:4][CH:3]=3)[O:12][CH2:13][C:14]=2[CH:20]=1)=[O:25], predict the reactants needed to synthesize it. The reactants are: [O:1]([CH2:8][CH2:9][NH:10][C:11]1[O:12][CH2:13][C:14]2[CH:20]=[C:19]([NH2:21])[CH:18]=[CH:17][C:15]=2[N:16]=1)[C:2]1[CH:7]=[CH:6][CH:5]=[CH:4][CH:3]=1.[Cl:22][CH2:23][C:24](Cl)=[O:25]. (10) The reactants are: S(Cl)(Cl)=O.[NH2:5][C@@H:6]([C:10]([OH:12])=[O:11])[CH2:7][CH2:8][CH3:9].[CH3:13]O. Given the product [CH3:13][O:11][C:10](=[O:12])[C@@H:6]([CH2:7][CH2:8][CH3:9])[NH2:5], predict the reactants needed to synthesize it.